From a dataset of Full USPTO retrosynthesis dataset with 1.9M reactions from patents (1976-2016). Predict the reactants needed to synthesize the given product. (1) The reactants are: [CH3:1][C:2]1[N:7]=[CH:6][C:5](N)=[CH:4][CH:3]=1.[ClH:9].N([O-])=O.[Na+].[S:14]([O-:17])(O)=[O:15].[Na+]. Given the product [CH3:1][C:2]1[N:7]=[CH:6][C:5]([S:14]([Cl:9])(=[O:17])=[O:15])=[CH:4][CH:3]=1, predict the reactants needed to synthesize it. (2) Given the product [CH3:3][O:12][C:11](=[O:13])[C:10]1[CH:14]=[CH:15][C:16]([CH3:18])=[CH:17][C:9]=1[Cl:8], predict the reactants needed to synthesize it. The reactants are: Cl.O1CCOC[CH2:3]1.[Cl:8][C:9]1[CH:17]=[C:16]([CH3:18])[CH:15]=[CH:14][C:10]=1[C:11]([OH:13])=[O:12]. (3) Given the product [NH2:14][C:9]1[CH:10]=[N:11][CH:12]=[CH:13][C:8]=1[N:5]1[CH2:6][CH2:7][CH:2]([F:1])[CH:3]([N:17]2[C:18](=[O:27])[C:19]3[C:24](=[CH:23][CH:22]=[CH:21][CH:20]=3)[C:25]2=[O:26])[CH2:4]1, predict the reactants needed to synthesize it. The reactants are: [F:1][CH:2]1[CH2:7][CH2:6][N:5]([C:8]2[CH:13]=[CH:12][N:11]=[CH:10][C:9]=2[N+:14]([O-])=O)[CH2:4][CH:3]1[N:17]1[C:25](=[O:26])[C:24]2[C:19](=[CH:20][CH:21]=[CH:22][CH:23]=2)[C:18]1=[O:27]. (4) Given the product [CH2:28]([C@H:43]([NH:42][C:17]([C:6]1[N:7]2[CH2:15][C:14](=[O:16])[CH2:13][NH:12][C:9]3[CH:10]=[CH:11][C:3]([CH2:1][CH3:2])=[C:4]([CH:5]=1)[C:8]2=3)=[O:18])[C@H:44]([OH:56])[CH2:45][NH:46][CH2:47][C:48]1[CH:53]=[CH:52][CH:51]=[C:50]([O:54][CH3:55])[CH:49]=1)[C:27]1[CH:29]=[CH:30][CH:24]=[CH:25][CH:26]=1, predict the reactants needed to synthesize it. The reactants are: [CH2:1]([C:3]1[CH:11]=[CH:10][C:9]2[NH:12][CH2:13][C:14](=[O:16])[CH2:15][N:7]3[C:8]=2[C:4]=1[CH:5]=[C:6]3[C:17](O)=[O:18])[CH3:2].S([C:24]1[CH:30]=[CH:29][C:27]([CH3:28])=[CH:26][CH:25]=1)(O)(=O)=O.S(C1C=CC(C)=CC=1)(O)(=O)=O.[NH2:42][C@@H:43](CC1C=CC=CC=1)[C@H:44]([OH:56])[CH2:45][NH:46][CH2:47][C:48]1[CH:53]=[CH:52][CH:51]=[C:50]([O:54][CH3:55])[CH:49]=1.Cl.CN(C)CCCN=C=NCC.O.ON1C2C=CC=CC=2N=N1.C(N1CCOCC1)C.C([O-])(O)=O.[Na+]. (5) Given the product [Br:29][C:30]1[CH:35]=[C:34]([N:22]2[CH:26]=[CH:25][C:24]([CH2:27][OH:28])=[N:23]2)[CH:33]=[CH:32][C:31]=1[O:37][CH3:38], predict the reactants needed to synthesize it. The reactants are: N1C=CC=CC=1C1NC2C=CC=CC=2N=1.C(=O)([O-])[O-].[Cs+].[Cs+].[NH:22]1[CH:26]=[CH:25][C:24]([CH2:27][OH:28])=[N:23]1.[Br:29][C:30]1[CH:35]=[C:34](I)[CH:33]=[CH:32][C:31]=1[O:37][CH3:38]. (6) The reactants are: CS(C)=O.O.[CH3:6][CH2:7][N:8]([CH2:11][CH2:12][NH:13][C:14]([C:16]1[C:17]([CH3:34])=[C:18](/[CH:22]=[C:23]2/[C:24]3[CH:25]=[C:26]([F:33])[CH:27]=[CH:28][C:29]=3[NH:30][C:31]/2=[O:32])[NH:19][C:20]=1[CH3:21])=[O:15])[CH2:9][CH3:10].C(C(O)=O)[C@H](O)C(O)=O. Given the product [CH3:6][CH2:7][N:8]([CH2:11][CH2:12][NH:13][C:14]([C:16]1[C:17]([CH3:34])=[C:18](/[CH:22]=[C:23]2/[C:24]3[CH:25]=[C:26]([F:33])[CH:27]=[CH:28][C:29]=3[NH:30][C:31]/2=[O:32])[NH:19][C:20]=1[CH3:21])=[O:15])[CH2:9][CH3:10], predict the reactants needed to synthesize it.